Dataset: Full USPTO retrosynthesis dataset with 1.9M reactions from patents (1976-2016). Task: Predict the reactants needed to synthesize the given product. (1) Given the product [Cl:40][C:41]1[C:42]([C:51]([F:53])([F:52])[F:54])=[N:43][N:44]([CH2:47][C:48]([N:37]2[CH2:38][CH2:39][N:34]([C:31]3[CH:30]=[CH:29][C:28]([N+:25]([O-:27])=[O:26])=[CH:33][CH:32]=3)[CH2:35][CH2:36]2)=[O:49])[C:45]=1[CH3:46], predict the reactants needed to synthesize it. The reactants are: CN(C(ON1N=NC2C=CC=NC1=2)=[N+](C)C)C.F[P-](F)(F)(F)(F)F.[N+:25]([C:28]1[CH:33]=[CH:32][C:31]([N:34]2[CH2:39][CH2:38][NH:37][CH2:36][CH2:35]2)=[CH:30][CH:29]=1)([O-:27])=[O:26].[Cl:40][C:41]1[C:42]([C:51]([F:54])([F:53])[F:52])=[N:43][N:44]([CH2:47][C:48](O)=[O:49])[C:45]=1[CH3:46]. (2) Given the product [OH:8][C:9]1[CH:14]=[CH:13][C:12]([S:15]([NH:18][CH2:19][C:20]2[NH:24][N:23]=[C:22]([C:25]3[CH:30]=[CH:29][N:28]=[CH:27][CH:26]=3)[N:21]=2)(=[O:17])=[O:16])=[CH:11][CH:10]=1, predict the reactants needed to synthesize it. The reactants are: C([O:8][C:9]1[CH:14]=[CH:13][C:12]([S:15]([NH:18][CH2:19][C:20]2[NH:24][N:23]=[C:22]([C:25]3[CH:30]=[CH:29][N:28]=[CH:27][CH:26]=3)[N:21]=2)(=[O:17])=[O:16])=[CH:11][CH:10]=1)C1C=CC=CC=1. (3) Given the product [NH2:13][CH2:12][CH2:11][N:10]1[C:6]2[CH:5]=[CH:4][N:3]=[C:2]([NH2:1])[C:7]=2[N:8]=[C:9]1[S:24][C:25]1[C:34]([I:35])=[CH:33][C:28]2[O:29][CH2:30][CH2:31][O:32][C:27]=2[CH:26]=1, predict the reactants needed to synthesize it. The reactants are: [NH2:1][C:2]1[C:7]2[N:8]=[C:9]([S:24][C:25]3[C:34]([I:35])=[CH:33][C:28]4[O:29][CH2:30][CH2:31][O:32][C:27]=4[CH:26]=3)[N:10]([CH2:11][CH2:12][N:13]3C(=O)C4C(=CC=CC=4)C3=O)[C:6]=2[CH:5]=[CH:4][N:3]=1.NCCN1C2C=CN=C(N)C=2N=C1SC1C(I)=CC2OCOC=2C=1.